This data is from Forward reaction prediction with 1.9M reactions from USPTO patents (1976-2016). The task is: Predict the product of the given reaction. (1) The product is: [S:1]1[CH:5]=[CH:4][C:3]2[C:6]([N:10]3[CH2:11][CH2:12][N:13]([CH2:16][CH2:17][CH2:18][CH2:19][O:20][C:21]4[CH:30]=[C:29]5[C:24]([CH2:25][CH2:26][C:27](=[O:31])[N:28]5[C:33](=[O:38])[CH2:34][CH2:35][CH2:36][CH2:37][CH2:4][CH2:3][CH2:2][CH2:9][CH2:8][CH2:7][CH3:6])=[CH:23][CH:22]=4)[CH2:14][CH2:15]3)=[CH:7][CH:8]=[CH:9][C:2]1=2. Given the reactants [S:1]1[CH:5]=[CH:4][C:3]2[C:6]([N:10]3[CH2:15][CH2:14][N:13]([CH2:16][CH2:17][CH2:18][CH2:19][O:20][C:21]4[CH:30]=[C:29]5[C:24]([CH2:25][CH2:26][C:27](=[O:31])[NH:28]5)=[CH:23][CH:22]=4)[CH2:12][CH2:11]3)=[CH:7][CH:8]=[CH:9][C:2]1=2.N1[CH:37]=[CH:36][CH:35]=[CH:34][CH:33]=1.[OH2:38], predict the reaction product. (2) Given the reactants S(=O)(=O)(O)O.[C:6]([C:10]1[CH:11]=[N:12][CH:13]=[CH:14][CH:15]=1)(=[O:9])[CH2:7][CH3:8].[CH3:16][C:17](C)([CH3:21])[C:18](O)=O.S(OOS([O-])(=O)=O)([O-])(=O)=O.[NH4+].[NH4+].N, predict the reaction product. The product is: [C:17]([C:13]1[N:12]=[CH:11][C:10]([C:6](=[O:9])[CH2:7][CH3:8])=[CH:15][CH:14]=1)([CH3:21])([CH3:18])[CH3:16]. (3) Given the reactants [CH3:1][C:2]1[N:6]=[C:5]([C:7]2[C:15]3[CH2:14][CH2:13][O:12][CH2:11][C:10]=3[S:9][C:8]=2[NH:16][C:17]([C:19]2[CH2:24][CH2:23][CH2:22][CH2:21][C:20]=2[C:25]([OH:27])=[O:26])=[O:18])[O:4][N:3]=1.[CH:28]12CCC(CC1)C1C(OC(=O)[C:29]2=1)=O, predict the reaction product. The product is: [CH3:1][C:2]1[N:6]=[C:5]([C:7]2[C:15]3[CH2:14][CH2:13][O:12][CH2:11][C:10]=3[S:9][C:8]=2[NH:16][C:17]([C:19]2[CH:24]3[CH2:28][CH2:29][CH:21]([CH2:22][CH2:23]3)[C:20]=2[C:25]([OH:27])=[O:26])=[O:18])[O:4][N:3]=1. (4) Given the reactants N1CCOCC1.C(N(CC)CC)C.[F:14][CH:15]([F:45])[C:16]1[N:20](C2N=C(N3CCOCC3)N=C(N3CC4OC(CC4)C3)N=2)[C:19]2[CH:41]=[CH:42][CH:43]=[CH:44][C:18]=2[N:17]=1, predict the reaction product. The product is: [F:45][CH:15]([F:14])[C:16]1[NH:17][C:18]2[CH:44]=[CH:43][CH:42]=[CH:41][C:19]=2[N:20]=1. (5) Given the reactants [CH2:1]([N:8]1[CH2:12][CH2:11][C:10]2([CH2:16][CH2:15][NH:14][CH2:13]2)[CH2:9]1)[C:2]1[CH:7]=[CH:6][CH:5]=[CH:4][CH:3]=1.Cl[C:18]1[CH:27]=[CH:26][C:21]([C:22]([O:24][CH3:25])=[O:23])=[CH:20][N:19]=1.C([O-])([O-])=O.[K+].[K+].CCOC(C)=O, predict the reaction product. The product is: [CH2:1]([N:8]1[CH2:12][CH2:11][C:10]2([CH2:13][N:14]([C:18]3[CH:27]=[CH:26][C:21]([C:22]([O:24][CH3:25])=[O:23])=[CH:20][N:19]=3)[CH2:15][CH2:16]2)[CH2:9]1)[C:2]1[CH:3]=[CH:4][CH:5]=[CH:6][CH:7]=1. (6) Given the reactants [Cl:1][C:2]1[C:10]([Cl:11])=[CH:9][CH:8]=[CH:7][C:3]=1[C:4]([OH:6])=O.[F:12][C:13]1[CH:18]=[CH:17][C:16]([CH:19]([C:22]2[CH:23]=[N:24][C:25]([C:28]([F:31])([F:30])[F:29])=[N:26][CH:27]=2)[CH2:20][NH2:21])=[CH:15][CH:14]=1, predict the reaction product. The product is: [Cl:1][C:2]1[C:10]([Cl:11])=[CH:9][CH:8]=[CH:7][C:3]=1[C:4]([NH:21][CH2:20][CH:19]([C:16]1[CH:17]=[CH:18][C:13]([F:12])=[CH:14][CH:15]=1)[C:22]1[CH:23]=[N:24][C:25]([C:28]([F:30])([F:31])[F:29])=[N:26][CH:27]=1)=[O:6].